From a dataset of Full USPTO retrosynthesis dataset with 1.9M reactions from patents (1976-2016). Predict the reactants needed to synthesize the given product. (1) Given the product [ClH:37].[ClH:37].[NH2:28][CH2:27][CH2:26][CH2:25][NH:24][C@@H:13]1[CH2:14][C@@H:15]2[C@:20]([CH3:21])([CH2:19][CH2:18][CH2:17][C:16]2([CH3:23])[CH3:22])[C@@H:11]([C:9]([C:4]2[CH:3]=[C:2]([OH:1])[CH:7]=[C:6]([OH:8])[CH:5]=2)=[O:10])[C@@H:12]1[CH3:36], predict the reactants needed to synthesize it. The reactants are: [OH:1][C:2]1[CH:3]=[C:4]([C:9]([C@@H:11]2[C@:20]3([CH3:21])[C@H:15]([C:16]([CH3:23])([CH3:22])[CH2:17][CH2:18][CH2:19]3)[CH2:14][C@@H:13]([NH:24][CH2:25][CH2:26][CH2:27][NH:28]C(=O)OC(C)(C)C)[C@H:12]2[CH3:36])=[O:10])[CH:5]=[C:6]([OH:8])[CH:7]=1.[ClH:37]. (2) The reactants are: CO.[BH4-].[Na+].[CH2:5]([N:12]([CH2:21][C:22]1[CH:27]=[CH:26][CH:25]=[CH:24][CH:23]=1)[C@H:13]([C:15](=[O:20])[CH:16]=[C:17]([CH3:19])[CH3:18])[CH3:14])[C:6]1[CH:11]=[CH:10][CH:9]=[CH:8][CH:7]=1.[Cl-].[Ce+3].[Cl-].[Cl-]. Given the product [CH2:5]([N:12]([CH2:21][C:22]1[CH:23]=[CH:24][CH:25]=[CH:26][CH:27]=1)[C@H:13]([CH:15]([OH:20])[CH:16]=[C:17]([CH3:18])[CH3:19])[CH3:14])[C:6]1[CH:11]=[CH:10][CH:9]=[CH:8][CH:7]=1, predict the reactants needed to synthesize it. (3) Given the product [C:22]([O-:28])(=[O:27])[C:23]([CH3:26])([CH3:25])[CH3:24].[C:22]([O-:28])(=[O:27])[C:23]([CH3:26])([CH3:25])[CH3:24].[C:22]([O-:28])(=[O:27])[C:23]([CH3:26])([CH3:25])[CH3:24].[CH:3]1([Zr+3:12])[C:11]2[CH:6]([CH2:7][CH:8]=[CH:9][CH:10]=2)[CH2:5][CH2:4]1, predict the reactants needed to synthesize it. The reactants are: [Cl-].[Cl-].[CH:3]1([Zr+2:12]C2C3C(CC=CC=3)CC2)[C:11]2[CH:6]([CH2:7][CH:8]=[CH:9][CH:10]=2)[CH2:5][CH2:4]1.[C:22]([OH:28])(=[O:27])[C:23]([CH3:26])([CH3:25])[CH3:24].C(N(CC)CC)C. (4) Given the product [NH2:13][C:3]1[CH:4]=[CH:5][C:6]2[CH2:12][N:11]([C:25]([O:27][C:28]([CH3:31])([CH3:30])[CH3:29])=[O:26])[CH2:10][CH2:9][CH2:8][C:7]=2[C:2]=1[F:1], predict the reactants needed to synthesize it. The reactants are: [F:1][C:2]1[C:7]2[CH2:8][CH2:9][CH2:10][NH:11][CH2:12][C:6]=2[CH:5]=[CH:4][C:3]=1[NH2:13].NC1C=CC2CN([C:25]([O:27][C:28]([CH3:31])([CH3:30])[CH3:29])=[O:26])CCCC=2C=1.ClCCl. (5) Given the product [CH3:29][N:30]1[CH2:35][CH2:34][N:33]([C:5](=[O:28])[CH2:6][CH2:7][CH2:8][CH2:9][CH2:10][CH2:11][CH2:12][CH2:13][CH2:14][CH2:15][CH2:16][CH2:17][CH2:18][CH2:19][CH2:20][CH2:21][CH2:22][CH2:23][CH2:24][CH2:25][CH3:26])[CH2:32][CH2:31]1, predict the reactants needed to synthesize it. The reactants are: S(Cl)(Cl)=O.[C:5]([OH:28])(=O)[CH2:6][CH2:7][CH2:8][CH2:9][CH2:10][CH2:11][CH2:12][CH2:13][CH2:14][CH2:15][CH2:16][CH2:17][CH2:18][CH2:19][CH2:20][CH2:21][CH2:22][CH2:23][CH2:24][CH2:25][CH3:26].[CH3:29][N:30]1[CH2:35][CH2:34][NH:33][CH2:32][CH2:31]1.C(N1CCNCC1)C. (6) Given the product [C:1]([C:5]1[CH:27]=[CH:26][C:8]([C:9]([NH:11][C:12]2[N:13]=[C:14]3[CH:19]=[CH:18][C:17]([C:20]4[CH:21]=[N:22][N:23]([C:34]5[CH:39]=[CH:38][CH:37]=[CH:36][CH:35]=5)[CH:24]=4)=[CH:16][N:15]3[CH:25]=2)=[O:10])=[CH:7][CH:6]=1)([CH3:4])([CH3:2])[CH3:3], predict the reactants needed to synthesize it. The reactants are: [C:1]([C:5]1[CH:27]=[CH:26][C:8]([C:9]([NH:11][C:12]2[N:13]=[C:14]3[CH:19]=[CH:18][C:17]([C:20]4[CH:21]=[N:22][NH:23][CH:24]=4)=[CH:16][N:15]3[CH:25]=2)=[O:10])=[CH:7][CH:6]=1)([CH3:4])([CH3:3])[CH3:2].N1C=CC=CC=1.[C:34]1(B(O)O)[CH:39]=[CH:38][CH:37]=[CH:36][CH:35]=1. (7) Given the product [CH2-:9][C:6]([CH3:7])=[O:16].[O-:13][S:10]([C:9]([F:15])([F:14])[F:8])(=[O:12])=[O:11], predict the reactants needed to synthesize it. The reactants are: C(N([CH2:6][CH3:7])CC)C.[F:8][C:9]([F:15])([F:14])[S:10]([OH:13])(=[O:12])=[O:11].[OH2:16].